Dataset: Forward reaction prediction with 1.9M reactions from USPTO patents (1976-2016). Task: Predict the product of the given reaction. (1) Given the reactants [F:1][C:2]([F:16])([F:15])[C:3]1[CH:4]=[C:5]([CH:8]=[C:9]([C:11]([F:14])([F:13])[F:12])[CH:10]=1)[CH:6]=O.[CH3:17][NH2:18], predict the reaction product. The product is: [F:1][C:2]([F:16])([F:15])[C:3]1[CH:4]=[C:5]([CH:8]=[C:9]([C:11]([F:14])([F:13])[F:12])[CH:10]=1)[CH:6]=[N:18][CH3:17]. (2) Given the reactants Cl[C:2]1[N:17]=[C:16]([Cl:18])[CH:15]=[CH:14][C:3]=1[C:4]([NH:6][CH2:7][C:8]1[CH:9]=[N:10][CH:11]=[CH:12][CH:13]=1)=[O:5].[Cl-].[F:20][C:21]1[CH:22]=[C:23]([CH:27]=[CH:28][CH:29]=1)[CH2:24][CH2:25][NH2:26].C([O-])([O-])=O.[K+].[K+].[CH3:36]N(C=O)C.C(O[CH2:45][CH3:46])(=O)C, predict the reaction product. The product is: [F:20][C:21]1[CH:22]=[C:23]([CH:27]=[CH:28][CH:29]=1)[CH2:24][CH2:25][NH:26][C:2]1[N:17]=[C:16](/[CH:36]=[CH:45]/[CH3:46])[CH:15]=[CH:14][C:3]=1[C:4]([NH:6][CH2:7][C:8]1[CH:9]=[N:10][CH:11]=[CH:12][CH:13]=1)=[O:5].[Cl:18][C:16]1[CH:15]=[CH:14][C:3]([C:4]([NH:6][CH2:7][C:8]2[CH:9]=[N:10][CH:11]=[CH:12][CH:13]=2)=[O:5])=[C:2]([NH:26][CH2:25][CH2:24][C:23]2[CH:27]=[CH:28][CH:29]=[C:21]([F:20])[CH:22]=2)[N:17]=1. (3) Given the reactants CC1C=CC(S(O[CH2:12][CH:13]2[CH2:17][C:16]3[CH:18]=[CH:19][CH:20]=[C:21]([C:22]4[CH:27]=[CH:26][C:25]([C:28]([F:31])([F:30])[F:29])=[CH:24][CH:23]=4)[C:15]=3[O:14]2)(=O)=O)=CC=1.[N-:32]=[N+:33]=[N-:34].[Na+].N(CC1CC2C=C(Cl)C=C(C3C=CSC=3)C=2O1)=[N+]=[N-], predict the reaction product. The product is: [N:32]([CH2:12][CH:13]1[CH2:17][C:16]2[CH:18]=[CH:19][CH:20]=[C:21]([C:22]3[CH:27]=[CH:26][C:25]([C:28]([F:31])([F:30])[F:29])=[CH:24][CH:23]=3)[C:15]=2[O:14]1)=[N+:33]=[N-:34]. (4) Given the reactants [F:1][C:2]1[CH:3]=[C:4]([CH:6]=[CH:7][CH:8]=1)[NH2:5].C([O:11][CH:12]=[C:13]([C:19](OCC)=O)[C:14]([O:16][CH2:17][CH3:18])=[O:15])C, predict the reaction product. The product is: [F:1][C:2]1[CH:3]=[C:4]2[C:6]([C:12]([OH:11])=[C:13]([C:14]([O:16][CH2:17][CH3:18])=[O:15])[CH:19]=[N:5]2)=[CH:7][CH:8]=1. (5) Given the reactants [Cl:1][C:2]1[CH:3]=[CH:4][C:5]([C:9]2[N:13]([CH2:14][C:15]([CH3:18])([CH3:17])[CH3:16])[C:12]3[CH:19]=[C:20]([F:24])[C:21]([F:23])=[CH:22][C:11]=3[N:10]=2)=[C:6]([OH:8])[CH:7]=1.Br[CH2:26][C:27]1[CH:34]=[CH:33][C:30]([C:31]#[N:32])=[CH:29][C:28]=1[F:35], predict the reaction product. The product is: [Cl:1][C:2]1[CH:3]=[CH:4][C:5]([C:9]2[N:13]([CH2:14][C:15]([CH3:18])([CH3:17])[CH3:16])[C:12]3[CH:19]=[C:20]([F:24])[C:21]([F:23])=[CH:22][C:11]=3[N:10]=2)=[C:6]([CH:7]=1)[O:8][CH2:26][C:27]1[CH:34]=[CH:33][C:30]([C:31]#[N:32])=[CH:29][C:28]=1[F:35]. (6) Given the reactants [CH3:1][C:2]1[CH:7]=[CH:6][C:5]([CH3:8])=[CH:4][C:3]=1[C:9]1[C:13]([CH:14]=O)=[CH:12][N:11]([C:16]2[CH:21]=[CH:20][N:19]=[C:18]([NH:22][C:23]3[CH:28]=[C:27]([N+:29]([O-])=O)[C:26]([N:32]4[CH2:37][CH2:36][O:35][CH2:34][CH2:33]4)=[CH:25][C:24]=3[O:38][CH3:39])[N:17]=2)[N:10]=1.[CH3:40][NH:41][CH3:42], predict the reaction product. The product is: [CH3:40][N:41]([CH2:14][C:13]1[C:9]([C:3]2[CH:4]=[C:5]([CH3:8])[CH:6]=[CH:7][C:2]=2[CH3:1])=[N:10][N:11]([C:16]2[CH:21]=[CH:20][N:19]=[C:18]([NH:22][C:23]3[C:24]([O:38][CH3:39])=[CH:25][C:26]([N:32]4[CH2:33][CH2:34][O:35][CH2:36][CH2:37]4)=[C:27]([NH:29][C:24](=[O:38])[CH:23]=[CH2:28])[CH:28]=3)[N:17]=2)[CH:12]=1)[CH3:42]. (7) Given the reactants [CH3:1][C:2]1([CH3:20])[C:6](=[O:7])[C:5]2[CH:8]=[C:9]([CH2:12][NH:13]C(=O)C(F)(F)F)[CH:10]=[CH:11][C:4]=2[O:3]1, predict the reaction product. The product is: [CH3:1][C:2]1([CH3:20])[C:6](=[O:7])[C:5]2[CH:8]=[C:9]([CH2:12][NH2:13])[CH:10]=[CH:11][C:4]=2[O:3]1.